From a dataset of Peptide-MHC class I binding affinity with 185,985 pairs from IEDB/IMGT. Regression. Given a peptide amino acid sequence and an MHC pseudo amino acid sequence, predict their binding affinity value. This is MHC class I binding data. (1) The peptide sequence is MPFIATPPV. The MHC is HLA-B08:01 with pseudo-sequence HLA-B08:01. The binding affinity (normalized) is 0.328. (2) The peptide sequence is FRDEAGAIL. The MHC is HLA-C04:01 with pseudo-sequence HLA-C04:01. The binding affinity (normalized) is 0.514. (3) The peptide sequence is TMKEKSWLV. The MHC is HLA-A02:03 with pseudo-sequence HLA-A02:03. The binding affinity (normalized) is 0.579. (4) The peptide sequence is DAIKSNNHLT. The MHC is HLA-A02:01 with pseudo-sequence HLA-A02:01. The binding affinity (normalized) is 0. (5) The peptide sequence is MEFNSLLAI. The MHC is HLA-A80:01 with pseudo-sequence HLA-A80:01. The binding affinity (normalized) is 0.0847. (6) The peptide sequence is EARKTFVEL. The MHC is HLA-B08:01 with pseudo-sequence HLA-B08:01. The binding affinity (normalized) is 0.577. (7) The peptide sequence is LPSLIKTILA. The MHC is HLA-B07:02 with pseudo-sequence HLA-B07:02. The binding affinity (normalized) is 0.323. (8) The peptide sequence is RVRGAVTGM. The MHC is HLA-B35:01 with pseudo-sequence HLA-B35:01. The binding affinity (normalized) is 0.0847. (9) The peptide sequence is ISTPPLVRL. The MHC is Mamu-A02 with pseudo-sequence Mamu-A02. The binding affinity (normalized) is 0.315.